From a dataset of Reaction yield outcomes from USPTO patents with 853,638 reactions. Predict the reaction yield, written as a fraction of the theoretical maximum amount of product (1.0 means a 100% yield; for example, 0.34 means a 34% yield). (1) The reactants are [CH2:1]([O:3][C:4]([CH:6]1[CH2:13][CH:12]2[N:14]([C:15]([C:17]3[CH:32]=[C:20]4[CH2:21][N:22](C(OC(C)(C)C)=O)[CH2:23][CH2:24][N:19]4[N:18]=3)=[O:16])[CH:8]([CH2:9][CH2:10][CH2:11]2)[CH2:7]1)=[O:5])[CH3:2].O=S(Cl)Cl. The catalyst is CCO. The product is [N:18]1[N:19]2[CH2:24][CH2:23][NH:22][CH2:21][C:20]2=[CH:32][C:17]=1[C:15]([N:14]1[CH:12]2[CH2:11][CH2:10][CH2:9][CH:8]1[CH2:7][CH:6]([C:4]([O:3][CH2:1][CH3:2])=[O:5])[CH2:13]2)=[O:16]. The yield is 0.920. (2) The reactants are [O:1]1[CH:5]=[CH:4][CH:3]=[C:2]1[C:6]1[N:10]([C:11]2[CH:16]=[CH:15][C:14]([O:17][CH3:18])=[CH:13][CH:12]=2)[N:9]=[C:8]([C:19]([NH2:21])=O)[CH:7]=1.N1C=CC=CC=1.O1CCOCC1.FC(F)(F)C(OC(=O)C(F)(F)F)=O. The catalyst is C(OCC)(=O)C.O. The product is [O:1]1[CH:5]=[CH:4][CH:3]=[C:2]1[C:6]1[N:10]([C:11]2[CH:16]=[CH:15][C:14]([O:17][CH3:18])=[CH:13][CH:12]=2)[N:9]=[C:8]([C:19]#[N:21])[CH:7]=1. The yield is 0.740. (3) The reactants are [CH3:1][O:2][C:3](=[O:11])[CH2:4][CH2:5][CH2:6][C:7](=O)[CH2:8]Br.[C:12]([NH:19][C:20]([NH2:22])=[NH:21])([O:14][C:15]([CH3:18])([CH3:17])[CH3:16])=[O:13].[Na+].[I-]. The catalyst is CN(C=O)C. The product is [C:15]([O:14][C:12]([N:19]1[CH:8]=[C:7]([CH2:6][CH2:5][CH2:4][C:3]([O:2][CH3:1])=[O:11])[N:21]=[C:20]1[NH2:22])=[O:13])([CH3:18])([CH3:16])[CH3:17]. The yield is 0.650. (4) The reactants are [CH:1]12[O:9][CH:5]([CH2:6][NH:7][CH2:8]1)[CH2:4][N:3]([C:10]([O:12][C:13]([CH3:16])([CH3:15])[CH3:14])=[O:11])[CH2:2]2.Cl[CH2:18][CH2:19][CH2:20][CH2:21][C:22]1[CH:27]=[CH:26][N:25]=[CH:24][CH:23]=1.BrBr.C([O-])([O-])=O.[K+].[K+]. No catalyst specified. The product is [N:25]1[CH:26]=[CH:27][C:22]([CH2:21][CH2:20][CH2:19][CH2:18][N:7]2[CH2:6][CH:5]3[O:9][CH:1]([CH2:2][N:3]([C:10]([O:12][C:13]([CH3:16])([CH3:15])[CH3:14])=[O:11])[CH2:4]3)[CH2:8]2)=[CH:23][CH:24]=1. The yield is 0.440. (5) The reactants are [CH:1]1([C:4]2[CH:12]=[N:11][CH:10]=[C:9]([F:13])[C:5]=2[C:6]([OH:8])=O)[CH2:3][CH2:2]1.CN(C(ON1N=NC2C=CC=NC1=2)=[N+](C)C)C.F[P-](F)(F)(F)(F)F.CCN(C(C)C)C(C)C.Cl.[Cl:48][C:49]1[CH:50]=[C:51]([CH:55]=[CH:56][N:57]=1)[C:52]([NH2:54])=[NH:53]. The catalyst is CN(C=O)C. The product is [Cl:48][C:49]1[CH:50]=[C:51]([C:52](=[NH:53])[NH:54][C:6](=[O:8])[C:5]2[C:9]([F:13])=[CH:10][N:11]=[CH:12][C:4]=2[CH:1]2[CH2:2][CH2:3]2)[CH:55]=[CH:56][N:57]=1. The yield is 0.750. (6) The reactants are [NH2:1][C:2]1[CH:3]=[CH:4][CH:5]=[C:6]2[C:11]=1[CH:10]=[C:9]([OH:12])[CH:8]=[CH:7]2.[C:13](OC(=O)C)(=[O:15])[CH3:14]. The catalyst is CO. The product is [OH:12][C:9]1[CH:10]=[C:11]2[C:6]([CH:5]=[CH:4][CH:3]=[C:2]2[NH:1][C:13](=[O:15])[CH3:14])=[CH:7][CH:8]=1. The yield is 0.930. (7) The reactants are [N:1]([CH2:4][CH2:5][O:6][CH2:7][CH2:8][O:9][CH2:10][CH2:11][O:12][CH2:13][CH2:14][N:15]=[N+]=[N-])=[N+:2]=[N-:3].C1(P(C2C=CC=CC=2)C2C=CC=CC=2)C=CC=CC=1. The catalyst is Cl.CCOCC. The product is [N:1]([CH2:4][CH2:5][O:6][CH2:7][CH2:8][O:9][CH2:10][CH2:11][O:12][CH2:13][CH2:14][NH2:15])=[N+:2]=[N-:3]. The yield is 0.880. (8) The reactants are [CH2:1]([C:5]1[NH:9][N:8]=[CH:7][N:6]=1)[CH2:2][CH2:3][CH3:4].Br[CH2:11][C:12]1[CH:17]=[CH:16][C:15]([C:18]2[CH:23]=[CH:22][CH:21]=[CH:20][C:19]=2[C:24]([O:26]C)=[O:25])=[CH:14][CH:13]=1. No catalyst specified. The product is [CH2:1]([C:5]1[N:9]([CH2:11][C:12]2[CH:17]=[CH:16][C:15]([C:18]3[C:19]([C:24]([OH:26])=[O:25])=[CH:20][CH:21]=[CH:22][CH:23]=3)=[CH:14][CH:13]=2)[N:8]=[CH:7][N:6]=1)[CH2:2][CH2:3][CH3:4]. The yield is 0.920. (9) The reactants are [CH3:1][C:2]1[O:6][N:5]=[C:4]([C:7]2[CH:12]=[CH:11][CH:10]=[CH:9][CH:8]=2)[C:3]=1[CH2:13][O:14][C:15]1[CH:23]=[C:22]([C:24]([F:27])([F:26])[F:25])[C:18]([C:19](O)=[O:20])=[CH:17][N:16]=1.[CH:28]([NH2:31])([CH3:30])[CH3:29]. No catalyst specified. The product is [CH:28]([NH:31][C:19](=[O:20])[C:18]1[C:22]([C:24]([F:27])([F:25])[F:26])=[CH:23][C:15]([O:14][CH2:13][C:3]2[C:4]([C:7]3[CH:8]=[CH:9][CH:10]=[CH:11][CH:12]=3)=[N:5][O:6][C:2]=2[CH3:1])=[N:16][CH:17]=1)([CH3:30])[CH3:29]. The yield is 0.270. (10) The reactants are [Cl:1][C:2]1[CH:16]=[C:15]([N+:17]([O-])=O)[CH:14]=[CH:13][C:3]=1[C:4]([N:6]1[CH2:12][CH2:11][CH2:10][CH2:9][CH2:8][CH2:7]1)=[O:5].N. The catalyst is [Cu].C(OCC)(=O)C. The product is [N:6]1([C:4]([C:3]2[CH:13]=[CH:14][C:15]([NH2:17])=[CH:16][C:2]=2[Cl:1])=[O:5])[CH2:7][CH2:8][CH2:9][CH2:10][CH2:11][CH2:12]1. The yield is 0.730.